Dataset: Catalyst prediction with 721,799 reactions and 888 catalyst types from USPTO. Task: Predict which catalyst facilitates the given reaction. (1) Reactant: FC(F)(F)C(O)=O.FC(F)(F)C(O)=O.[NH2:15][CH2:16][C@H:17]1[CH2:22][CH2:21][C@H:20]([N:23]2[C:27]3=[C:28]4[S:34][CH:33]=[CH:32][C:29]4=[N:30][CH:31]=[C:26]3[N:25]=[C:24]2[C@H:35]([OH:37])[CH3:36])[CH2:19][CH2:18]1.C(N(CC)CC)C.[C:45](=O)([O:56][CH:57]1[CH2:61][CH2:60][O:59][CH2:58]1)[O:46]C1C=CC([N+]([O-])=O)=CC=1. Product: [OH:37][C@@H:35]([C:24]1[N:23]([C@H:20]2[CH2:21][CH2:22][C@H:17]([CH2:16][NH:15][C:45](=[O:46])[O:56][CH:57]3[CH2:61][CH2:60][O:59][CH2:58]3)[CH2:18][CH2:19]2)[C:27]2=[C:28]3[S:34][CH:33]=[CH:32][C:29]3=[N:30][CH:31]=[C:26]2[N:25]=1)[CH3:36]. The catalyst class is: 2. (2) Reactant: [C:1]([CH:4]1[CH2:12][C:11]2[C:6](=[CH:7][CH:8]=[CH:9][CH:10]=2)[C:5]1=[O:13])(=[O:3])[CH3:2].C(=O)([O-])[O-].[K+].[K+].Br[CH2:21][CH2:22][C:23]([O:25][CH2:26][CH3:27])=[O:24].Cl. Product: [CH2:26]([O:25][C:23](=[O:24])[CH2:22][CH2:21][C:4]1([C:1](=[O:3])[CH3:2])[CH2:12][C:11]2[C:6](=[CH:7][CH:8]=[CH:9][CH:10]=2)[C:5]1=[O:13])[CH3:27]. The catalyst class is: 145. (3) Reactant: [Br:1][C:2]1[CH:3]=[C:4]([N+:9]([O-:11])=[O:10])[C:5](O)=[N:6][CH:7]=1.S(Cl)([Cl:14])=O. Product: [Br:1][C:2]1[CH:3]=[C:4]([N+:9]([O-:11])=[O:10])[C:5]([Cl:14])=[N:6][CH:7]=1. The catalyst class is: 3. (4) Reactant: [Cl:1][C:2]1[CH:3]=[CH:4][C:5]([OH:12])=[C:6]([CH:11]=1)[C:7]([O:9][CH3:10])=[O:8].CC1C=CC(S(O[CH2:24][CH2:25][Cl:26])(=O)=O)=CC=1.C([O-])([O-])=O.[Cs+].[Cs+].O. Product: [Cl:1][C:2]1[CH:3]=[CH:4][C:5]([O:12][CH2:24][CH2:25][Cl:26])=[C:6]([CH:11]=1)[C:7]([O:9][CH3:10])=[O:8]. The catalyst class is: 3. (5) Reactant: [BH4-].[Na+].[CH2:3]([O:10][C:11]1[C:16]2[NH:17][C:18](=[O:23])[C:19]([CH3:22])([CH3:21])[O:20][C:15]=2[C:14]([CH:24]([OH:39])[CH:25]=[N:26][C:27]([CH3:38])([CH3:37])[CH2:28][C:29]2[CH:34]=[CH:33][C:32]([O:35][CH3:36])=[CH:31][CH:30]=2)=[CH:13][CH:12]=1)[C:4]1[CH:9]=[CH:8][CH:7]=[CH:6][CH:5]=1.CC(C)=O.C(O)(=O)C. Product: [CH2:3]([O:10][C:11]1[C:16]2[NH:17][C:18](=[O:23])[C:19]([CH3:21])([CH3:22])[O:20][C:15]=2[C:14]([CH:24]([OH:39])[CH2:25][NH:26][C:27]([CH3:38])([CH3:37])[CH2:28][C:29]2[CH:34]=[CH:33][C:32]([O:35][CH3:36])=[CH:31][CH:30]=2)=[CH:13][CH:12]=1)[C:4]1[CH:5]=[CH:6][CH:7]=[CH:8][CH:9]=1. The catalyst class is: 40.